Dataset: Catalyst prediction with 721,799 reactions and 888 catalyst types from USPTO. Task: Predict which catalyst facilitates the given reaction. Reactant: [NH:1]1[C:5]2[CH:6]=[CH:7][CH:8]=[CH:9][C:4]=2[N:3]=[N:2]1.[N:10]#[C:11][NH2:12].O.[C:14]1([CH3:24])[CH:19]=[CH:18][C:17]([S:20]([OH:23])(=[O:22])=[O:21])=[CH:16][CH:15]=1. Product: [C:14]1([CH3:24])[CH:15]=[CH:16][C:17]([S:20]([OH:23])(=[O:21])=[O:22])=[CH:18][CH:19]=1.[C:11]([N:1]1[C:5]2[CH:6]=[CH:7][CH:8]=[CH:9][C:4]=2[N:3]=[N:2]1)(=[NH:10])[NH2:12]. The catalyst class is: 440.